The task is: Predict the product of the given reaction.. This data is from Forward reaction prediction with 1.9M reactions from USPTO patents (1976-2016). (1) Given the reactants [CH3:1][C:2]1[S:23][C:5]2[N:6]=[C:7]([CH2:11][N:12]3[CH:16]=[C:15]([CH:17]=[O:18])[C:14]([C:19]([F:22])([F:21])[F:20])=[N:13]3)[NH:8][C:9](=[O:10])[C:4]=2[CH:3]=1.[CH3:24][Mg]Br.O, predict the reaction product. The product is: [OH:18][CH:17]([C:15]1[C:14]([C:19]([F:21])([F:22])[F:20])=[N:13][N:12]([CH2:11][C:7]2[NH:8][C:9](=[O:10])[C:4]3[CH:3]=[C:2]([CH3:1])[S:23][C:5]=3[N:6]=2)[CH:16]=1)[CH3:24]. (2) Given the reactants [N:1]([CH2:4][CH:5]([OH:15])[CH2:6][C:7]1[CH:12]=[CH:11][C:10]([O:13][CH3:14])=[CH:9][CH:8]=1)=[N+]=[N-].[H][H], predict the reaction product. The product is: [NH2:1][CH2:4][CH:5]([OH:15])[CH2:6][C:7]1[CH:12]=[CH:11][C:10]([O:13][CH3:14])=[CH:9][CH:8]=1.